Dataset: Full USPTO retrosynthesis dataset with 1.9M reactions from patents (1976-2016). Task: Predict the reactants needed to synthesize the given product. (1) Given the product [O:10]=[CH:11][C@@H:12]([C@H:13]([C@@H:14]([C@@H:15]([CH2:17][OH:18])[OH:16])[OH:19])[OH:20])[OH:21], predict the reactants needed to synthesize it. The reactants are: C1C([N+]([O-])=O)=CC=C([O:10][C@@H:11]2[O:16][C@H:15]([CH2:17][OH:18])[C@@H:14]([OH:19])[C@H:13]([OH:20])[C@H:12]2[OH:21])C=1. (2) The reactants are: [F:1][C:2]1[CH:3]=[CH:4][CH:5]=[C:6]2[C:10]=1[N:9]([CH:11]([CH3:13])[CH3:12])[C:8](=[O:14])[C:7]2=O. Given the product [F:1][C:2]1[CH:3]=[CH:4][CH:5]=[C:6]2[C:10]=1[N:9]([CH:11]([CH3:12])[CH3:13])[C:8](=[O:14])[CH2:7]2, predict the reactants needed to synthesize it.